This data is from Full USPTO retrosynthesis dataset with 1.9M reactions from patents (1976-2016). The task is: Predict the reactants needed to synthesize the given product. (1) Given the product [N+:18]([C:15]1[CH:16]=[CH:17][C:12]([N:1]2[CH2:6][CH2:5][S:4](=[O:8])(=[O:7])[CH2:3][CH2:2]2)=[N:13][CH:14]=1)([O-:20])=[O:19], predict the reactants needed to synthesize it. The reactants are: [NH:1]1[CH2:6][CH2:5][S:4](=[O:8])(=[O:7])[CH2:3][CH2:2]1.[H-].[Na+].Cl[C:12]1[CH:17]=[CH:16][C:15]([N+:18]([O-:20])=[O:19])=[CH:14][N:13]=1. (2) Given the product [CH2:31]([NH:33][C:34]([NH:23][C:19]1[CH:20]=[CH:21][CH:22]=[C:17]([C:16]2[CH:15]=[N:14][N:12]3[CH:13]=[C:8]([C:5]4[CH:4]=[CH:3][C:2]([F:1])=[CH:7][CH:6]=4)[CH:9]=[CH:10][C:11]=23)[CH:18]=1)=[O:35])[CH3:32], predict the reactants needed to synthesize it. The reactants are: [F:1][C:2]1[CH:7]=[CH:6][C:5]([C:8]2[CH:9]=[CH:10][C:11]3[N:12]([N:14]=[CH:15][C:16]=3[C:17]3[CH:18]=[C:19]([NH2:23])[CH:20]=[CH:21][CH:22]=3)[CH:13]=2)=[CH:4][CH:3]=1.CCN(CC)CC.[CH2:31]([N:33]=[C:34]=[O:35])[CH3:32]. (3) Given the product [CH3:36][C:7]([O:9][C:10]1[CH:11]=[C:12]2[C:16](=[CH:17][CH:18]=1)[N:15]([CH2:19][C:20]1[S:24][C:23]([C:25]3[CH:30]=[CH:29][C:28]([C:31]([F:34])([F:33])[F:32])=[CH:27][CH:26]=3)=[N:22][C:21]=1[CH3:35])[CH:14]=[CH:13]2)([CH3:8])[C:6]([OH:37])=[O:5], predict the reactants needed to synthesize it. The reactants are: [OH-].[Li+].C([O:5][C:6](=[O:37])[C:7]([CH3:36])([O:9][C:10]1[CH:11]=[C:12]2[C:16](=[CH:17][CH:18]=1)[N:15]([CH2:19][C:20]1[S:24][C:23]([C:25]3[CH:30]=[CH:29][C:28]([C:31]([F:34])([F:33])[F:32])=[CH:27][CH:26]=3)=[N:22][C:21]=1[CH3:35])[CH:14]=[CH:13]2)[CH3:8])C. (4) Given the product [Cl:13][C:14]1[CH:19]=[C:18]([Cl:20])[CH:17]=[C:16]([CH3:21])[C:15]=1[S:22]([NH:1][C:2]1[S:3][CH:4]=[C:5]([C:7]2[CH:12]=[CH:11][CH:10]=[CH:9][CH:8]=2)[N:6]=1)(=[O:24])=[O:23], predict the reactants needed to synthesize it. The reactants are: [NH2:1][C:2]1[S:3][CH:4]=[C:5]([C:7]2[CH:12]=[CH:11][CH:10]=[CH:9][CH:8]=2)[N:6]=1.[Cl:13][C:14]1[CH:19]=[C:18]([Cl:20])[CH:17]=[C:16]([CH3:21])[C:15]=1[S:22](Cl)(=[O:24])=[O:23]. (5) Given the product [NH2:17][CH:6]([C:5]1[CH:8]=[CH:9][C:10]([O:11][CH3:12])=[C:3]([O:2][CH3:1])[CH:4]=1)[CH2:14][C:13]([OH:16])=[O:15], predict the reactants needed to synthesize it. The reactants are: [CH3:1][O:2][C:3]1[CH:4]=[C:5]([CH:8]=[CH:9][C:10]=1[O:11][CH3:12])[CH:6]=O.[C:13]([O-:16])(=[O:15])[CH3:14].[NH4+:17].C(O)(=O)CC(O)=O. (6) The reactants are: C([O-])([O-])=O.[Na+].[Na+].Br[C:8]1[CH:9]=[CH:10][C:11]([C:14]#[C:15][CH2:16][N:17]2[C:25]3[C:20](=[CH:21][C:22]([CH2:26][N:27]4[CH2:31][CH2:30][CH2:29][CH2:28]4)=[CH:23][CH:24]=3)[CH:19]=[CH:18]2)=[N:12][CH:13]=1.[Cl:32][C:33]1[CH:38]=[CH:37][C:36](OB(O)O)=[CH:35][CH:34]=1. Given the product [Cl:32][C:33]1[CH:38]=[CH:37][C:36]([C:8]2[CH:9]=[CH:10][C:11]([C:14]#[C:15][CH2:16][N:17]3[C:25]4[C:20](=[CH:21][C:22]([CH2:26][N:27]5[CH2:31][CH2:30][CH2:29][CH2:28]5)=[CH:23][CH:24]=4)[CH:19]=[CH:18]3)=[N:12][CH:13]=2)=[CH:35][CH:34]=1, predict the reactants needed to synthesize it. (7) Given the product [Cl:8][C:5]1[N:6]=[CH:7][C:2]([C:33]2[CH:32]=[CH:31][N:30]=[C:29]([NH:28][C:26]3[CH:25]=[CH:24][N:23]=[C:22]([CH3:21])[N:27]=3)[CH:34]=2)=[C:3]([CH3:20])[C:4]=1[NH:9][C:10](=[O:19])[C:11]1[CH:16]=[CH:15][C:14]([F:17])=[CH:13][C:12]=1[F:18], predict the reactants needed to synthesize it. The reactants are: Br[C:2]1[C:3]([CH3:20])=[C:4]([NH:9][C:10](=[O:19])[C:11]2[CH:16]=[CH:15][C:14]([F:17])=[CH:13][C:12]=2[F:18])[C:5]([Cl:8])=[N:6][CH:7]=1.[CH3:21][C:22]1[N:27]=[C:26]([NH:28][C:29]2[CH:34]=[C:33](B3OC(C)(C)C(C)(C)O3)[CH:32]=[CH:31][N:30]=2)[CH:25]=[CH:24][N:23]=1.CC(C1C=C(C(C)C)C(C2C=CC=CC=2P(C2CCCCC2)C2CCCCC2)=C(C(C)C)C=1)C.[O-]P([O-])([O-])=O.[K+].[K+].[K+]. (8) Given the product [CH3:1][C:2]([CH3:16])([CH3:15])[CH2:3][CH2:4][CH:5]1[CH2:9][CH2:8][CH2:7][C:6]1=[O:10], predict the reactants needed to synthesize it. The reactants are: [CH3:1][C:2]([CH3:16])([CH3:15])[CH2:3][CH2:4][C:5]1(C(OC)=O)[CH2:9][CH2:8][CH2:7][C:6]1=[O:10].